This data is from NCI-60 drug combinations with 297,098 pairs across 59 cell lines. The task is: Regression. Given two drug SMILES strings and cell line genomic features, predict the synergy score measuring deviation from expected non-interaction effect. (1) Drug 1: CCC1(CC2CC(C3=C(CCN(C2)C1)C4=CC=CC=C4N3)(C5=C(C=C6C(=C5)C78CCN9C7C(C=CC9)(C(C(C8N6C=O)(C(=O)OC)O)OC(=O)C)CC)OC)C(=O)OC)O.OS(=O)(=O)O. Drug 2: CC12CCC3C(C1CCC2O)C(CC4=C3C=CC(=C4)O)CCCCCCCCCS(=O)CCCC(C(F)(F)F)(F)F. Cell line: RXF 393. Synergy scores: CSS=31.0, Synergy_ZIP=2.31, Synergy_Bliss=3.26, Synergy_Loewe=-29.1, Synergy_HSA=4.27. (2) Drug 1: C1=CC=C(C(=C1)C(C2=CC=C(C=C2)Cl)C(Cl)Cl)Cl. Drug 2: CC1C(C(CC(O1)OC2CC(CC3=C2C(=C4C(=C3O)C(=O)C5=C(C4=O)C(=CC=C5)OC)O)(C(=O)CO)O)N)O.Cl. Cell line: SK-MEL-2. Synergy scores: CSS=57.1, Synergy_ZIP=-8.00, Synergy_Bliss=-10.3, Synergy_Loewe=-11.3, Synergy_HSA=-8.97. (3) Drug 1: C1CCC(C1)C(CC#N)N2C=C(C=N2)C3=C4C=CNC4=NC=N3. Drug 2: CC1C(C(=O)NC(C(=O)N2CCCC2C(=O)N(CC(=O)N(C(C(=O)O1)C(C)C)C)C)C(C)C)NC(=O)C3=C4C(=C(C=C3)C)OC5=C(C(=O)C(=C(C5=N4)C(=O)NC6C(OC(=O)C(N(C(=O)CN(C(=O)C7CCCN7C(=O)C(NC6=O)C(C)C)C)C)C(C)C)C)N)C. Cell line: ACHN. Synergy scores: CSS=10.1, Synergy_ZIP=11.0, Synergy_Bliss=18.2, Synergy_Loewe=17.4, Synergy_HSA=16.8. (4) Drug 1: CC12CCC(CC1=CCC3C2CCC4(C3CC=C4C5=CN=CC=C5)C)O. Drug 2: CCC(=C(C1=CC=CC=C1)C2=CC=C(C=C2)OCCN(C)C)C3=CC=CC=C3.C(C(=O)O)C(CC(=O)O)(C(=O)O)O. Cell line: UACC-257. Synergy scores: CSS=4.57, Synergy_ZIP=0.272, Synergy_Bliss=2.88, Synergy_Loewe=-2.24, Synergy_HSA=-0.463.